From a dataset of Full USPTO retrosynthesis dataset with 1.9M reactions from patents (1976-2016). Predict the reactants needed to synthesize the given product. (1) Given the product [C:8]([C:7]1[C:2]([NH:1][C:19]([NH:18][C:10](=[O:17])[C:11]2[CH:12]=[CH:13][CH:14]=[CH:15][CH:16]=2)=[O:20])=[N:3][CH:4]=[CH:5][CH:6]=1)#[N:9], predict the reactants needed to synthesize it. The reactants are: [NH2:1][C:2]1[C:7]([C:8]#[N:9])=[CH:6][CH:5]=[CH:4][N:3]=1.[C:10]([N:18]=[C:19]=[O:20])(=[O:17])[C:11]1[CH:16]=[CH:15][CH:14]=[CH:13][CH:12]=1. (2) Given the product [CH2:11]([C:10]1([C:9]([O:14][CH2:15][CH3:16])=[O:13])[CH2:2][CH2:1][CH2:12]1)[C:18]1[CH:19]=[CH:20][CH:21]=[CH:22][CH:23]=1, predict the reactants needed to synthesize it. The reactants are: [CH:1]([N-]C(C)C)(C)[CH3:2].[Li+].[C:9]([O:14][CH2:15][CH3:16])(=[O:13])[CH:10]([CH3:12])[CH3:11].C(Br)[C:18]1[CH:23]=[CH:22][CH:21]=[CH:20][CH:19]=1. (3) Given the product [Cl:26][C:27]1[CH:32]=[CH:31][C:30](/[CH:33]=[CH:34]/[C:2]2[CH:7]=[CH:6][CH:5]=[CH:4][C:3]=2[S:8]([NH:11][C:12]2[C:17]([C:18]([O:20][CH3:21])=[O:19])=[C:16]([O:22][CH3:23])[C:15]([CH2:24][CH3:25])=[CH:14][CH:13]=2)(=[O:10])=[O:9])=[CH:29][CH:28]=1, predict the reactants needed to synthesize it. The reactants are: Br[C:2]1[CH:7]=[CH:6][CH:5]=[CH:4][C:3]=1[S:8]([NH:11][C:12]1[C:17]([C:18]([O:20][CH3:21])=[O:19])=[C:16]([O:22][CH3:23])[C:15]([CH2:24][CH3:25])=[CH:14][CH:13]=1)(=[O:10])=[O:9].[Cl:26][C:27]1[CH:32]=[CH:31][C:30](/[CH:33]=[CH:34]/B(O)O)=[CH:29][CH:28]=1.